From a dataset of Reaction yield outcomes from USPTO patents with 853,638 reactions. Predict the reaction yield, written as a fraction of the theoretical maximum amount of product (1.0 means a 100% yield; for example, 0.34 means a 34% yield). (1) The catalyst is C(OCC)(=O)C. The product is [O:16]1[C:17]2([CH2:22][CH2:21][CH:20]([N:23]3[C:28](=[O:29])[C:27]([CH2:30][C:31]4[CH:36]=[CH:35][C:34]([C:37]5[CH:42]=[CH:41][CH:40]=[CH:39][C:38]=5[C:43]5[NH:3][C:4](=[O:7])[O:5][N:44]=5)=[CH:33][C:32]=4[F:45])=[C:26]([CH2:46][CH2:47][CH3:48])[N:25]4[N:49]=[C:50]([CH3:52])[N:51]=[C:24]34)[CH2:19][CH2:18]2)[O:13][CH2:14][CH2:15]1. The reactants are [Cl-].O[NH3+:3].[C:4](=[O:7])([O-])[OH:5].[Na+].CS(C)=O.[O:13]1[C:17]2([CH2:22][CH2:21][CH:20]([N:23]3[C:28](=[O:29])[C:27]([CH2:30][C:31]4[CH:36]=[CH:35][C:34]([C:37]5[C:38]([C:43]#[N:44])=[CH:39][CH:40]=[CH:41][CH:42]=5)=[CH:33][C:32]=4[F:45])=[C:26]([CH2:46][CH2:47][CH3:48])[N:25]4[N:49]=[C:50]([CH3:52])[N:51]=[C:24]34)[CH2:19][CH2:18]2)[O:16][CH2:15][CH2:14]1. The yield is 0.750. (2) The reactants are [O:1]=[C:2]1[CH:7]=[CH:6][N:5]([C:8]2[CH:13]=[CH:12][CH:11]=[C:10]([C:14]([F:17])([F:16])[F:15])[CH:9]=2)[N:4]=[C:3]1C(O)=O.C1C=CC(P([N:35]=[N+]=[N-])(C2C=CC=CC=2)=O)=CC=1.CCN(CC)CC.[OH-].[Na+]. The catalyst is C1(C)C=CC=CC=1.[Cl-].[Na+].O. The product is [NH2:35][C:3]1[C:2](=[O:1])[CH:7]=[CH:6][N:5]([C:8]2[CH:13]=[CH:12][CH:11]=[C:10]([C:14]([F:17])([F:16])[F:15])[CH:9]=2)[N:4]=1. The yield is 0.560.